From a dataset of Reaction yield outcomes from USPTO patents with 853,638 reactions. Predict the reaction yield, written as a fraction of the theoretical maximum amount of product (1.0 means a 100% yield; for example, 0.34 means a 34% yield). (1) The reactants are [C:1]([O:5][C:6](=[O:15])[C:7]([C:13]#[N:14])=[C:8]([S:11][CH3:12])SC)([CH3:4])([CH3:3])[CH3:2].[Cl:16][C:17]1[C:25]([F:26])=[CH:24][C:20]([C:21]([NH2:23])=O)=[C:19]([F:27])[CH:18]=1.[H-].[Na+].Cl.CN(C=[O:35])C. The catalyst is O. The product is [C:1]([O:5][C:6]([C:7]1[C:13](=[O:35])[NH:14][C:21]([C:20]2[CH:24]=[C:25]([F:26])[C:17]([Cl:16])=[CH:18][C:19]=2[F:27])=[N:23][C:8]=1[S:11][CH3:12])=[O:15])([CH3:2])([CH3:3])[CH3:4]. The yield is 0.310. (2) The reactants are [CH2:1]([O:8][CH2:9][CH2:10][CH2:11][C@H:12]1[CH2:16][CH2:15][N:14]([C:17]2[CH:18]=[N:19][CH:20]=[C:21]([O:23][CH2:24][C@@H:25]3[CH2:29][CH2:28][CH2:27][N:26]3C(OC(C)(C)C)=O)[CH:22]=2)[CH2:13]1)[C:2]1[CH:7]=[CH:6][CH:5]=[CH:4][CH:3]=1.C(O)(C(F)(F)F)=O. The product is [CH2:1]([O:8][CH2:9][CH2:10][CH2:11][C@H:12]1[CH2:16][CH2:15][N:14]([C:17]2[CH:18]=[N:19][CH:20]=[C:21]([O:23][CH2:24][C@@H:25]3[CH2:29][CH2:28][CH2:27][NH:26]3)[CH:22]=2)[CH2:13]1)[C:2]1[CH:3]=[CH:4][CH:5]=[CH:6][CH:7]=1. The yield is 0.700. The catalyst is C(Cl)Cl.O. (3) The reactants are CCN(C(C)C)C(C)C.[CH2:10]([O:17][C:18]1[CH:26]=[CH:25][C:21]([C:22]([OH:24])=O)=[CH:20][CH:19]=1)[C:11]1[CH:16]=[CH:15][CH:14]=[CH:13][CH:12]=1.C1C=CC2N(O)N=NC=2C=1.CCN=C=NCCCN(C)C.Cl.Cl.[CH2:50]([O:52][C:53](=[O:56])[CH2:54][NH2:55])[CH3:51]. The catalyst is CN(C=O)C.O. The product is [CH2:50]([O:52][C:53](=[O:56])[CH2:54][NH:55][C:22](=[O:24])[C:21]1[CH:20]=[CH:19][C:18]([O:17][CH2:10][C:11]2[CH:12]=[CH:13][CH:14]=[CH:15][CH:16]=2)=[CH:26][CH:25]=1)[CH3:51]. The yield is 0.901. (4) The reactants are [C:1]([O:5][C:6]([NH:8][CH:9]([C:13]1[CH:18]=[CH:17][C:16]([O:19][CH3:20])=[CH:15][CH:14]=1)[C:10]([OH:12])=[O:11])=[O:7])([CH3:4])([CH3:3])[CH3:2].C(=NC1CCCCC1)=NC1CCCCC1.N1(O)C2C=CC=CC=2N=N1.[N:46]12[CH2:53][CH2:52][CH:49]([CH2:50][CH2:51]1)[C@@H:48](O)[CH2:47]2. The catalyst is C1COCC1. The product is [C:1]([O:5][C:6]([NH:8][CH:9]([C:13]1[CH:18]=[CH:17][C:16]([O:19][CH3:20])=[CH:15][CH:14]=1)[C:10]([O:12][C@@H:48]1[CH:49]2[CH2:52][CH2:53][N:46]([CH2:51][CH2:50]2)[CH2:47]1)=[O:11])=[O:7])([CH3:4])([CH3:3])[CH3:2]. The yield is 0.330. (5) The reactants are [O:1]=[C:2]1[O:6][C@H:5]([C@@H:7]([NH:15][C:16](=[O:22])[O:17][C:18]([CH3:21])([CH3:20])[CH3:19])[CH2:8][C:9]2[CH:14]=[CH:13][CH:12]=[CH:11][CH:10]=2)[CH2:4][CH2:3]1.Br[CH2:24][C:25]1[CH:30]=[CH:29][C:28]([C:31]2[CH:36]=[CH:35][CH:34]=[CH:33][N:32]=2)=[CH:27][CH:26]=1.[O-]CC.[Na+].O.[OH-].[Li+].C(O)(=O)C. The catalyst is C(O)C.O. The product is [O:1]=[C:2]1[O:6][C@H:5]([C@@H:7]([NH:15][C:16](=[O:22])[O:17][C:18]([CH3:19])([CH3:21])[CH3:20])[CH2:8][C:9]2[CH:10]=[CH:11][CH:12]=[CH:13][CH:14]=2)[CH2:4][CH:3]1[CH2:24][C:25]1[CH:26]=[CH:27][C:28]([C:31]2[CH:36]=[CH:35][CH:34]=[CH:33][N:32]=2)=[CH:29][CH:30]=1. The yield is 0.910. (6) The catalyst is CN(C)C=O. The product is [CH2:10]([O:17][C:18]1[C:23](=[O:24])[N:22]2[CH:25]=[C:26]([CH3:29])[CH:27]=[CH:28][C:21]2=[N:20][C:19]=1[C:30]#[N:31])[C:11]1[CH:12]=[CH:13][CH:14]=[CH:15][CH:16]=1. The yield is 0.607. The reactants are ClC1N=C(Cl)N=C(Cl)N=1.[CH2:10]([O:17][C:18]1[C:23](=[O:24])[N:22]2[CH:25]=[C:26]([CH3:29])[CH:27]=[CH:28][C:21]2=[N:20][C:19]=1[CH:30]=[N:31]O)[C:11]1[CH:16]=[CH:15][CH:14]=[CH:13][CH:12]=1.C(OCC)(=O)C. (7) The reactants are [Cl:1][C:2]1[N:7]=[N:6][C:5]([O:8][C:9]2[C:14]([CH3:15])=[CH:13][CH:12]=[CH:11][C:10]=2[CH:16]2[CH2:18][CH2:17]2)=[C:4]([OH:19])[CH:3]=1.C1(C)C=CC=CC=1.C(N(CC)CC)C.[N:34]1([C:40](Cl)=[O:41])[CH2:39][CH2:38][O:37][CH2:36][CH2:35]1. The catalyst is O. The product is [N:34]1([C:40]([O:19][C:4]2[CH:3]=[C:2]([Cl:1])[N:7]=[N:6][C:5]=2[O:8][C:9]2[C:14]([CH3:15])=[CH:13][CH:12]=[CH:11][C:10]=2[CH:16]2[CH2:18][CH2:17]2)=[O:41])[CH2:39][CH2:38][O:37][CH2:36][CH2:35]1. The yield is 0.990.